Dataset: Reaction yield outcomes from USPTO patents with 853,638 reactions. Task: Predict the reaction yield, written as a fraction of the theoretical maximum amount of product (1.0 means a 100% yield; for example, 0.34 means a 34% yield). The product is [F:29][C:26]1[CH:27]=[CH:28][C:23]([N:9]2[CH:10]([C:13]3[CH:18]=[CH:17][C:16]([NH:40][CH2:39][C:38]4[CH:41]=[CH:42][C:35]([O:34][CH3:33])=[CH:36][CH:37]=4)=[C:15]([N+:20]([O-:22])=[O:21])[CH:14]=3)[CH2:11][CH2:12][CH:8]2[C:5]2[CH:6]=[CH:7][C:2]([NH:40][CH2:39][C:38]3[CH:41]=[CH:42][C:35]([O:34][CH3:33])=[CH:36][CH:37]=3)=[C:3]([N+:30]([O-:32])=[O:31])[CH:4]=2)=[CH:24][CH:25]=1. The yield is 0.620. The reactants are Cl[C:2]1[CH:7]=[CH:6][C:5]([CH:8]2[CH2:12][CH2:11][CH:10]([C:13]3[CH:18]=[CH:17][C:16](Cl)=[C:15]([N+:20]([O-:22])=[O:21])[CH:14]=3)[N:9]2[C:23]2[CH:28]=[CH:27][C:26]([F:29])=[CH:25][CH:24]=2)=[CH:4][C:3]=1[N+:30]([O-:32])=[O:31].[CH3:33][O:34][C:35]1[CH:42]=[CH:41][C:38]([CH2:39][NH2:40])=[CH:37][CH:36]=1. The catalyst is ClCCl.